From a dataset of Forward reaction prediction with 1.9M reactions from USPTO patents (1976-2016). Predict the product of the given reaction. (1) Given the reactants [CH3:1][O:2][C:3]1[CH:4]=[CH:5][C:6]2[N:10]3[CH2:11][C:12]4[C:17]([C:9]3=[C:8]([CH2:18][CH2:19][N+:20]([O-])=O)[C:7]=2[N:23]=1)=[CH:16][CH:15]=[CH:14][CH:13]=4, predict the reaction product. The product is: [CH3:1][O:2][C:3]1[CH:4]=[CH:5][C:6]2[N:10]3[CH2:11][C:12]4[C:17]([C:9]3=[C:8]([CH2:18][CH2:19][NH2:20])[C:7]=2[N:23]=1)=[CH:16][CH:15]=[CH:14][CH:13]=4. (2) Given the reactants Cl[C:2]1[N:7]=[C:6]([C:8]2[CH:13]=[CH:12][N:11]=[CH:10][CH:9]=2)[C:5]([C:14]2[CH:19]=[CH:18][C:17]([Cl:20])=[CH:16][CH:15]=2)=[CH:4][N:3]=1.O.[NH2:22][NH2:23], predict the reaction product. The product is: [Cl:20][C:17]1[CH:18]=[CH:19][C:14]([C:5]2[C:6]([C:8]3[CH:13]=[CH:12][N:11]=[CH:10][CH:9]=3)=[N:7][C:2]([NH:22][NH2:23])=[N:3][CH:4]=2)=[CH:15][CH:16]=1. (3) Given the reactants C([O:3][C:4](=O)[C:5]1[CH:10]=[CH:9][CH:8]=[CH:7][C:6]=1[C:11]1[CH:16]=[CH:15][N:14]=[CH:13][C:12]=1[C:17]#[N:18])C.N, predict the reaction product. The product is: [CH:16]1[C:11]2[C:6]3[CH:7]=[CH:8][CH:9]=[CH:10][C:5]=3[C:4](=[O:3])[NH:18][CH2:17][C:12]=2[CH:13]=[N:14][CH:15]=1.